From a dataset of Forward reaction prediction with 1.9M reactions from USPTO patents (1976-2016). Predict the product of the given reaction. (1) Given the reactants O[C:2]1[C:14]2[C:6](=[C:7]3[C:12]([N:13]=2)=[CH:11][N:10]([CH3:15])[CH:9]=[CH:8]3)[CH:5]=[CH:4][CH:3]=1.[C:16]([O-:19])([O-])=O.[K+].[K+].[CH2:22](I)C, predict the reaction product. The product is: [CH2:16]([O:19][C:3]1[CH:4]=[CH:5][C:6]2[C:14]([CH:2]=1)=[N:13][C:12]1[C:7]=2[CH:8]=[CH:9][N:10]([CH3:15])[CH:11]=1)[CH3:22]. (2) Given the reactants [Cl:1][C:2]1[CH:35]=[CH:34][CH:33]=[CH:32][C:3]=1[O:4][C:5]1[CH2:9][N:8]([CH:10]([CH2:27][CH:28]([F:30])[F:29])[C:11]([NH:13][C:14]2[CH:18]=[CH:17][N:16]([CH2:19][C@@H:20]3[CH2:24][O:23]C(C)(C)[O:21]3)[N:15]=2)=[O:12])[C:7](=[O:31])[CH:6]=1.CO.O.C1(C)C=CC(S(O)(=O)=O)=CC=1, predict the reaction product. The product is: [Cl:1][C:2]1[CH:35]=[CH:34][CH:33]=[CH:32][C:3]=1[O:4][C:5]1[CH2:9][N:8]([CH:10]([CH2:27][CH:28]([F:30])[F:29])[C:11]([NH:13][C:14]2[CH:18]=[CH:17][N:16]([CH2:19][C@@H:20]([OH:21])[CH2:24][OH:23])[N:15]=2)=[O:12])[C:7](=[O:31])[CH:6]=1. (3) Given the reactants Br[C:2]1[N:19]([CH2:20][C@H:21]2[CH2:26][CH2:25][C@H:24]([CH3:27])[CH2:23][CH2:22]2)[C:5]2[C:6]([C:12]3[CH:13]=[N:14][CH:15]=[C:16]([Cl:18])[CH:17]=3)=[N:7][C:8]([C:10]#[N:11])=[CH:9][C:4]=2[N:3]=1.[F:28][C:29]1[CH:35]=[CH:34][CH:33]=[CH:32][C:30]=1[NH2:31].C([O-])([O-])=O.[Cs+].[Cs+], predict the reaction product. The product is: [Cl:18][C:16]1[CH:17]=[C:12]([C:6]2[C:5]3[N:19]([CH2:20][C@H:21]4[CH2:26][CH2:25][C@H:24]([CH3:27])[CH2:23][CH2:22]4)[C:2]([NH:31][C:30]4[CH:32]=[CH:33][CH:34]=[CH:35][C:29]=4[F:28])=[N:3][C:4]=3[CH:9]=[C:8]([C:10]#[N:11])[N:7]=2)[CH:13]=[N:14][CH:15]=1. (4) Given the reactants [CH2:1]=[CH:2][CH3:3].[CH:4]1[CH:9]=[CH:8][CH:7]=[CH:6][CH:5]=1, predict the reaction product. The product is: [CH:2]([C:4]1[CH:9]=[CH:8][CH:7]=[CH:6][CH:5]=1)([CH3:3])[CH3:1].[CH2:1]=[CH:2][CH3:3]. (5) Given the reactants [Br:1][C:2]1[CH:7]=[CH:6][C:5]([CH:8]2[CH2:10][CH:9]2[CH2:11][C:12]([NH:14][NH:15][C:16]([NH:18][CH2:19][CH3:20])=[O:17])=O)=[CH:4][CH:3]=1.[OH-].[K+], predict the reaction product. The product is: [Br:1][C:2]1[CH:7]=[CH:6][C:5]([CH:8]2[CH2:10][CH:9]2[CH2:11][C:12]2[N:18]([CH2:19][CH3:20])[C:16](=[O:17])[NH:15][N:14]=2)=[CH:4][CH:3]=1. (6) Given the reactants [CH3:1][N:2]1[C:10]2[C:5](=[CH:6][CH:7]=[CH:8][CH:9]=2)[CH:4]=[CH:3]1.[Cl-].[Cl:12][C:13]1[CH:22]=[CH:21][CH:20]=[C:19]([F:23])[C:14]=1[CH:15]=[N+:16]([CH3:18])[CH3:17].ClC1C=CC=C(F)C=1C=O.CNC, predict the reaction product. The product is: [Cl:12][C:13]1[CH:22]=[CH:21][CH:20]=[C:19]([F:23])[C:14]=1[CH:15]([N:16]([CH3:18])[CH3:17])[C:4]1[C:5]2[C:10](=[CH:9][CH:8]=[CH:7][CH:6]=2)[N:2]([CH3:1])[CH:3]=1.